Dataset: Full USPTO retrosynthesis dataset with 1.9M reactions from patents (1976-2016). Task: Predict the reactants needed to synthesize the given product. (1) Given the product [O:46]1[C:30]2[CH:29]=[CH:28][CH:27]=[CH:32][C:31]=2[N:33]=[C:45]1[C:43]([C@@H:42]([NH:41][C:13](=[O:14])[C@@H:12]([O:16][Si:17]([CH:21]([CH3:23])[CH3:22])([CH:24]([CH3:26])[CH3:25])[CH:18]([CH3:20])[CH3:19])[CH2:11][S:8]([CH2:7][C:1]1[CH:2]=[CH:3][CH:4]=[CH:5][CH:6]=1)(=[O:10])=[O:9])[CH2:54][CH3:55])=[O:44], predict the reactants needed to synthesize it. The reactants are: [C:1]1([CH2:7][S:8]([CH2:11][C@H:12]([O:16][Si:17]([CH:24]([CH3:26])[CH3:25])([CH:21]([CH3:23])[CH3:22])[CH:18]([CH3:20])[CH3:19])[C:13](O)=[O:14])(=[O:10])=[O:9])[CH:6]=[CH:5][CH:4]=[CH:3][CH:2]=1.[CH:27]1[CH:28]=[CH:29][C:30]2N(O)N=[N:33][C:31]=2[CH:32]=1.C(Cl)CCl.[NH2:41][CH:42]([CH2:54][CH3:55])[C@@H:43]([C:45]1[O:46]C2C=CC=CC=2N=1)[OH:44].CN1CCOCC1.CC(OI1(OC(C)=O)(OC(C)=O)OC(=O)C2C=CC=CC1=2)=O.[O-]S([O-])(=S)=O.[Na+].[Na+].C([O-])(O)=O.[Na+]. (2) The reactants are: C[O:2][C:3]1[C:8]2[NH:9][C:10]([C:12]3[S:13][CH:14]=[CH:15][CH:16]=3)=[N:11][C:7]=2[C:6]([C:17]([NH:19][CH2:20][CH:21]2[CH2:26][CH2:25][N:24](C(OC(C)(C)C)=O)[CH2:23][CH2:22]2)=[O:18])=[CH:5][CH:4]=1.B(Br)(Br)Br. Given the product [OH:2][C:3]1[C:8]2[NH:9][C:10]([C:12]3[S:13][CH:14]=[CH:15][CH:16]=3)=[N:11][C:7]=2[C:6]([C:17]([NH:19][CH2:20][CH:21]2[CH2:26][CH2:25][NH:24][CH2:23][CH2:22]2)=[O:18])=[CH:5][CH:4]=1, predict the reactants needed to synthesize it. (3) Given the product [CH2:69]([O:71][C:66]([C:19]1[C:20]2[C:15](=[CH:14][C:13]([C:12]#[C:11][C:8]3[CH:9]=[CH:10][C:5]([CH2:4][C:3]([O:2][CH3:1])=[O:34])=[C:6]([F:33])[CH:7]=3)=[CH:22][CH:21]=2)[C:16]([CH3:31])([CH3:32])[CH2:17][CH:18]=1)=[O:67])[CH3:70], predict the reactants needed to synthesize it. The reactants are: [CH3:1][O:2][C:3](=[O:34])[CH2:4][C:5]1[CH:10]=[CH:9][C:8]([C:11]#[C:12][C:13]2[CH:22]=[CH:21][C:20]3[C:19](OS(C(F)(F)F)(=O)=O)=[CH:18][CH2:17][C:16]([CH3:32])([CH3:31])[C:15]=3[CH:14]=2)=[CH:7][C:6]=1[F:33].C1(P(C2C=CC=CC=2)CCCP(C2C=CC=CC=2)C2C=CC=CC=2)C=CC=CC=1.CN(C)[CH:66]=[O:67].[CH2:69]([OH:71])[CH3:70]. (4) Given the product [CH2:16]([O:18][C:19](=[O:22])[C:20]#[C:21][C:5]1[CH:6]=[CH:7][C:2]([Cl:1])=[C:3]([F:9])[CH:4]=1)[CH3:17], predict the reactants needed to synthesize it. The reactants are: [Cl:1][C:2]1[CH:7]=[CH:6][C:5](I)=[CH:4][C:3]=1[F:9].C(=O)([O-])[O-].[Cs+].[Cs+].[CH2:16]([O:18][C:19](=[O:22])[C:20]#[CH:21])[CH3:17]. (5) Given the product [CH3:1][O:2][C:3]1[CH:8]=[C:7]([C:11](=[O:17])[CH2:12][CH2:13][C:14]([OH:16])=[O:15])[CH:6]=[CH:5][C:4]=1[O:9][CH3:10], predict the reactants needed to synthesize it. The reactants are: [CH3:1][O:2][C:3]1[CH:8]=[CH:7][CH:6]=[CH:5][C:4]=1[O:9][CH3:10].[C:11]1(=[O:17])[O:16][C:14](=[O:15])[CH2:13][CH2:12]1.[Cl-].[Al+3].[Cl-].[Cl-].Cl. (6) Given the product [CH3:1][C:2]1[CH:7]=[CH:6][C:5]([S:8]([O:11][CH2:12][CH:13]2[CH2:17][C:16]3[CH:18]=[C:19]([F:23])[CH:20]=[C:21]([C:26]4[CH:27]=[CH:28][CH:29]=[CH:30][C:25]=4[F:24])[C:15]=3[O:14]2)(=[O:10])=[O:9])=[CH:4][CH:3]=1, predict the reactants needed to synthesize it. The reactants are: [CH3:1][C:2]1[CH:7]=[CH:6][C:5]([S:8]([O:11][CH2:12][CH:13]2[CH2:17][C:16]3[CH:18]=[C:19]([F:23])[CH:20]=[C:21](Br)[C:15]=3[O:14]2)(=[O:10])=[O:9])=[CH:4][CH:3]=1.[F:24][C:25]1[CH:30]=[CH:29][CH:28]=[CH:27][C:26]=1B(O)O.C(=O)([O-])[O-].[K+].[K+]. (7) Given the product [CH3:6][C:7]1([CH3:31])[O:12][C:11](=[O:13])[CH:10]([CH:14]([C:15]2[CH:16]=[CH:17][C:18]([S:21][CH2:22][C:23]3[CH:28]=[CH:27][CH:26]=[CH:25][C:24]=3[CH3:29])=[CH:19][CH:20]=2)[C:1]#[C:2][CH3:3])[C:9](=[O:30])[O:8]1, predict the reactants needed to synthesize it. The reactants are: [C:1]([Mg]Br)#[C:2][CH3:3].[CH3:6][C:7]1([CH3:31])[O:12][C:11](=[O:13])[C:10](=[CH:14][C:15]2[CH:20]=[CH:19][C:18]([S:21][CH2:22][C:23]3[CH:28]=[CH:27][CH:26]=[CH:25][C:24]=3[CH3:29])=[CH:17][CH:16]=2)[C:9](=[O:30])[O:8]1.[NH4+].[Cl-]. (8) Given the product [NH2:3][C@H:12]([CH3:31])[CH2:13][N:14]1[CH:18]=[CH:17][C:16]([C:19]2[CH:26]=[CH:25][C:22]([C:23]#[N:24])=[C:21]([C:27]([F:30])([F:29])[F:28])[CH:20]=2)=[N:15]1, predict the reactants needed to synthesize it. The reactants are: O=C1C2C(=CC=CC=2)C(=O)[N:3]1[C@H:12]([CH3:31])[CH2:13][N:14]1[CH:18]=[CH:17][C:16]([C:19]2[CH:26]=[CH:25][C:22]([C:23]#[N:24])=[C:21]([C:27]([F:30])([F:29])[F:28])[CH:20]=2)=[N:15]1.O.NN.